Dataset: Full USPTO retrosynthesis dataset with 1.9M reactions from patents (1976-2016). Task: Predict the reactants needed to synthesize the given product. (1) Given the product [F:11][C:4]1[CH:3]=[C:2]([B:12]2[O:16][C:15]([CH3:18])([CH3:17])[C:14]([CH3:20])([CH3:19])[O:13]2)[CH:10]=[CH:9][C:5]=1[C:6]([NH2:8])=[O:7], predict the reactants needed to synthesize it. The reactants are: Br[C:2]1[CH:10]=[CH:9][C:5]([C:6]([NH2:8])=[O:7])=[C:4]([F:11])[CH:3]=1.[B:12]1([B:12]2[O:16][C:15]([CH3:18])([CH3:17])[C:14]([CH3:20])([CH3:19])[O:13]2)[O:16][C:15]([CH3:18])([CH3:17])[C:14]([CH3:20])([CH3:19])[O:13]1.CC([O-])=O.[K+]. (2) Given the product [C:28]([C:27]1[CH:21]([C:20]2[CH:23]=[CH:24][C:17]([C:15]#[N:16])=[CH:18][CH:19]=2)[NH:12][C:10](=[O:11])[N:9]([C:5]2[CH:6]=[CH:7][CH:8]=[C:3]([C:2]([F:13])([F:14])[F:1])[CH:4]=2)[C:26]=1[CH3:25])(=[O:30])[CH3:29], predict the reactants needed to synthesize it. The reactants are: [F:1][C:2]([F:14])([F:13])[C:3]1[CH:4]=[C:5]([NH:9][C:10]([NH2:12])=[O:11])[CH:6]=[CH:7][CH:8]=1.[C:15]([C:17]1[CH:24]=[CH:23][C:20]([CH:21]=O)=[CH:19][CH:18]=1)#[N:16].[CH3:25][C:26](=O)[CH2:27][C:28](=[O:30])[CH3:29]. (3) The reactants are: [CH3:1][O:2][C:3]1[CH:8]=[C:7](/[CH:9]=[CH:10]/[C:11]2[CH:16]=[CH:15][CH:14]=[CH:13][CH:12]=2)[CH:6]=[CH:5][N:4]=1. Given the product [CH3:1][O:2][C:3]1[CH:8]=[C:7]([CH2:9][CH2:10][C:11]2[CH:16]=[CH:15][CH:14]=[CH:13][CH:12]=2)[CH:6]=[CH:5][N:4]=1, predict the reactants needed to synthesize it. (4) Given the product [CH2:26]([O:25][C:23](=[O:24])[NH:1][C:2]1[CH:11]=[CH:10][CH:9]=[C:8]2[C:3]=1[C:4](=[O:21])[N:5]([CH:13]1[CH2:18][CH2:17][C:16](=[O:19])[NH:15][C:14]1=[O:20])[C:6]([CH3:12])=[N:7]2)[CH3:27], predict the reactants needed to synthesize it. The reactants are: [NH2:1][C:2]1[CH:11]=[CH:10][CH:9]=[C:8]2[C:3]=1[C:4](=[O:21])[N:5]([CH:13]1[CH2:18][CH2:17][C:16](=[O:19])[NH:15][C:14]1=[O:20])[C:6]([CH3:12])=[N:7]2.Cl[C:23]([O:25][CH2:26][CH3:27])=[O:24]. (5) Given the product [C:1]([O:5][C:6]([NH:8][CH2:9][CH2:10][N:11]1[CH:15]=[C:14]([CH2:16][C@@H:17]2[C@H:20]([N:21]([CH2:32][C:33]3[CH:34]=[CH:35][C:36]([O:39][CH3:40])=[CH:37][CH:38]=3)[C:22](=[O:31])[O:23][CH2:24][C:25]3[CH:26]=[CH:27][CH:28]=[CH:29][CH:30]=3)[C:19](=[O:41])[NH:18]2)[N:13]=[N:12]1)=[O:7])([CH3:3])([CH3:4])[CH3:2], predict the reactants needed to synthesize it. The reactants are: [C:1]([O:5][C:6]([NH:8][CH2:9][CH2:10][N:11]1[CH:15]=[C:14]([CH2:16][C@@H:17]2[C@H:20]([N:21]([CH2:32][C:33]3[CH:38]=[CH:37][C:36]([O:39][CH3:40])=[CH:35][CH:34]=3)[C:22](=[O:31])[O:23][CH2:24][C:25]3[CH:30]=[CH:29][CH:28]=[CH:27][CH:26]=3)[C:19](=[O:41])[N:18]2CC2C=CC(OC)=CC=2OC)[N:13]=[N:12]1)=[O:7])([CH3:4])([CH3:3])[CH3:2].CC#N.S(OOS([O-])(=O)=O)([O-])(=O)=O.[K+].[K+].P([O-])([O-])([O-])=O.[K+].[K+].[K+]. (6) The reactants are: [F:1][C:2]1([F:18])[CH2:6][N:5]([C:7]([O:9][C:10]([CH3:13])([CH3:12])[CH3:11])=[O:8])[C@@H:4]([C:14]([O:16]C)=[O:15])[CH2:3]1.[OH-].[K+]. Given the product [C:10]([O:9][C:7]([N:5]1[CH2:6][C:2]([F:1])([F:18])[CH2:3][C@@H:4]1[C:14]([OH:16])=[O:15])=[O:8])([CH3:13])([CH3:11])[CH3:12], predict the reactants needed to synthesize it. (7) Given the product [Br:1][C:2]1[C:3]([O:11][CH3:10])=[N:4][C:5]([Cl:8])=[N:6][CH:7]=1, predict the reactants needed to synthesize it. The reactants are: [Br:1][C:2]1[C:3](Cl)=[N:4][C:5]([Cl:8])=[N:6][CH:7]=1.[CH3:10][O-:11].[Na+].O. (8) Given the product [N:1]1([C:7]([C:9]2[C:10]([C:29]([F:30])([F:31])[F:32])=[N:11][C:12]([N:15]3[C:24]4[C:19](=[CH:20][C:21]([C:25]([OH:27])=[O:26])=[CH:22][CH:23]=4)[CH2:18][CH2:17][CH2:16]3)=[N:13][CH:14]=2)=[O:8])[CH2:6][CH2:5][O:4][CH2:3][CH2:2]1, predict the reactants needed to synthesize it. The reactants are: [N:1]1([C:7]([C:9]2[C:10]([C:29]([F:32])([F:31])[F:30])=[N:11][C:12]([N:15]3[C:24]4[C:19](=[CH:20][C:21]([C:25]([O:27]C)=[O:26])=[CH:22][CH:23]=4)[CH2:18][CH2:17][CH2:16]3)=[N:13][CH:14]=2)=[O:8])[CH2:6][CH2:5][O:4][CH2:3][CH2:2]1.CO.[OH-].[Na+].Cl. (9) Given the product [NH2:45][C:42]1[N:43]=[CH:44][C:39]([C:8]2[N:9]=[C:10]([N:11]3[CH2:16][CH2:15][O:14][CH2:13][CH2:12]3)[C:5]3[S:4][CH:3]=[C:2]([C:26]4[CH:27]=[C:22]([NH:21][C:18](=[O:20])[CH3:19])[CH:23]=[CH:24][CH:25]=4)[C:6]=3[N:7]=2)=[CH:40][N:41]=1, predict the reactants needed to synthesize it. The reactants are: Br[C:2]1[C:6]2[N:7]=[C:8](Cl)[N:9]=[C:10]([N:11]3[CH2:16][CH2:15][O:14][CH2:13][CH2:12]3)[C:5]=2[S:4][CH:3]=1.[C:18]([NH:21][C:22]1[CH:23]=[C:24](B(O)O)[CH:25]=[CH:26][CH:27]=1)(=[O:20])[CH3:19].CC1(C)C(C)(C)OB([C:39]2[CH:40]=[N:41][C:42]([NH2:45])=[N:43][CH:44]=2)O1. (10) Given the product [Cl:45][C:40]1[CH:41]=[CH:42][CH:43]=[CH:44][C:39]=1[C:37](=[O:38])[CH2:36][NH:35][C:20]([CH:16]1[O:17][CH2:18][CH2:19][N:14]([CH2:13][C:7]2[CH:8]=[CH:9][CH:10]=[CH:11][CH:12]=2)[CH2:15]1)=[O:22], predict the reactants needed to synthesize it. The reactants are: C(Cl)(=O)C(Cl)=O.[C:7]1([CH2:13][N:14]2[CH2:19][CH2:18][O:17][CH:16]([C:20]([OH:22])=O)[CH2:15]2)[CH:12]=[CH:11][CH:10]=[CH:9][CH:8]=1.CN(C=O)C.C(N(CC)CC)C.[NH2:35][CH2:36][C:37]([C:39]1[CH:44]=[CH:43][CH:42]=[CH:41][C:40]=1[Cl:45])=[O:38].